From a dataset of Forward reaction prediction with 1.9M reactions from USPTO patents (1976-2016). Predict the product of the given reaction. Given the reactants [NH2:1][C@H:2]([C:8]1[CH:13]=[CH:12][CH:11]=[CH:10][CH:9]=1)[CH2:3][C:4]([O:6][CH3:7])=[O:5].[CH:14]1([C:18](O)=[O:19])[CH2:17][CH2:16][CH2:15]1.C(N(CC)C(C)C)(C)C, predict the reaction product. The product is: [CH:14]1([C:18]([NH:1][C@H:2]([C:8]2[CH:13]=[CH:12][CH:11]=[CH:10][CH:9]=2)[CH2:3][C:4]([O:6][CH3:7])=[O:5])=[O:19])[CH2:17][CH2:16][CH2:15]1.